This data is from Forward reaction prediction with 1.9M reactions from USPTO patents (1976-2016). The task is: Predict the product of the given reaction. (1) Given the reactants [CH:1]1([C:4]2[C:5]([O:13][CH2:14][CH:15]3[CH2:17][CH2:16]3)=[CH:6][C:7]([C:10]([OH:12])=O)=[N:8][CH:9]=2)[CH2:3][CH2:2]1.[NH2:18][CH2:19][C:20]([CH3:23])([OH:22])[CH3:21], predict the reaction product. The product is: [OH:22][C:20]([CH3:23])([CH3:21])[CH2:19][NH:18][C:10]([C:7]1[CH:6]=[C:5]([O:13][CH2:14][CH:15]2[CH2:17][CH2:16]2)[C:4]([CH:1]2[CH2:2][CH2:3]2)=[CH:9][N:8]=1)=[O:12]. (2) Given the reactants [CH2:1]([N:5]([CH2:13][C:14](=[O:17])[CH:15]=[CH2:16])[C:6](=[O:12])[O:7][C:8]([CH3:11])([CH3:10])[CH3:9])[CH2:2]C=C, predict the reaction product. The product is: [O:17]=[C:14]1[CH2:13][N:5]([C:6]([O:7][C:8]([CH3:9])([CH3:10])[CH3:11])=[O:12])[CH2:1][CH2:2][CH:16]=[CH:15]1. (3) Given the reactants [CH3:1][C@H:2]1[CH2:7][CH2:6][CH2:5][CH2:4][C@H:3]1[NH:8][C:9]1[C:10]2[N:11]([CH:17]=[C:18]([N+:20]([O-:22])=[O:21])[CH:19]=2)[N:12]=[CH:13][C:14]=1[C:15]#[N:16].[NH4+].[OH-:24].OO, predict the reaction product. The product is: [CH3:1][C@H:2]1[CH2:7][CH2:6][CH2:5][CH2:4][C@H:3]1[NH:8][C:9]1[C:10]2[N:11]([CH:17]=[C:18]([N+:20]([O-:22])=[O:21])[CH:19]=2)[N:12]=[CH:13][C:14]=1[C:15]([NH2:16])=[O:24]. (4) Given the reactants Cl[C:2]1[N:7]=[C:6]([NH:8][C:9]2[NH:10][N:11]=[C:12]([CH3:14])[CH:13]=2)[C:5]([Cl:15])=[CH:4][N:3]=1.[CH3:16][O:17][CH2:18][CH2:19][N:20]1[CH2:26][CH2:25][C:24]2[CH:27]=[C:28]([NH2:31])[CH:29]=[CH:30][C:23]=2[CH2:22][CH2:21]1, predict the reaction product. The product is: [Cl:15][C:5]1[C:6]([NH:8][C:9]2[NH:10][N:11]=[C:12]([CH3:14])[CH:13]=2)=[N:7][C:2]([NH:31][C:28]2[CH:29]=[CH:30][C:23]3[CH2:22][CH2:21][N:20]([CH2:19][CH2:18][O:17][CH3:16])[CH2:26][CH2:25][C:24]=3[CH:27]=2)=[N:3][CH:4]=1. (5) Given the reactants Br[C:2]1[N:3]=[C:4]2[C:10]([CH:11]=[O:12])=[CH:9][N:8]([CH2:13][O:14][CH2:15][CH2:16][Si:17]([CH3:20])([CH3:19])[CH3:18])[C:5]2=[N:6][CH:7]=1.[Cl:21][C:22]1[CH:30]=[CH:29][CH:28]=[C:27]2[C:23]=1[CH2:24][NH:25][C:26]2=[O:31].CNCCNC.C(=O)([O-])[O-].[K+].[K+], predict the reaction product. The product is: [Cl:21][C:22]1[CH:30]=[CH:29][CH:28]=[C:27]2[C:23]=1[CH2:24][N:25]([C:2]1[N:3]=[C:4]3[C:10]([CH:11]=[O:12])=[CH:9][N:8]([CH2:13][O:14][CH2:15][CH2:16][Si:17]([CH3:20])([CH3:19])[CH3:18])[C:5]3=[N:6][CH:7]=1)[C:26]2=[O:31].